From a dataset of Forward reaction prediction with 1.9M reactions from USPTO patents (1976-2016). Predict the product of the given reaction. (1) Given the reactants C(N1C=CN=C1)([N:3]1C=CN=C1)=O.[CH2:13]([O:20][C:21]([N:23]1[CH2:26][C:25]([CH2:47][C:48](O)=[O:49])([NH:27][C:28]([C:30]2[CH:35]=[CH:34][C:33]([N:36]3[CH2:39][C:38]([F:41])([F:40])[CH2:37]3)=[C:32]([O:42][CH2:43][CH:44]3[CH2:46][CH2:45]3)[N:31]=2)=[O:29])[CH2:24]1)=[O:22])[C:14]1[CH:19]=[CH:18][CH:17]=[CH:16][CH:15]=1, predict the reaction product. The product is: [NH2:3][C:48](=[O:49])[CH2:47][C:25]1([NH:27][C:28]([C:30]2[CH:35]=[CH:34][C:33]([N:36]3[CH2:37][C:38]([F:40])([F:41])[CH2:39]3)=[C:32]([O:42][CH2:43][CH:44]3[CH2:45][CH2:46]3)[N:31]=2)=[O:29])[CH2:24][N:23]([C:21]([O:20][CH2:13][C:14]2[CH:15]=[CH:16][CH:17]=[CH:18][CH:19]=2)=[O:22])[CH2:26]1. (2) Given the reactants [C:1]([C:4]1[CH:11]=[CH:10][C:7]([CH:8]=O)=[CH:6][CH:5]=1)([OH:3])=[O:2].[NH2:12][C:13]1[S:14][C:15]([S:18]([C:21]2[CH:26]=[CH:25][C:24]([N+:27]([O-:29])=[O:28])=[CH:23][CH:22]=2)(=[O:20])=[O:19])=[CH:16][N:17]=1.C[O:31][C:32](=O)[C:33](=[O:42])[CH2:34][C:35]([C:37]1[O:38][CH:39]=[CH:40][CH:41]=1)=[O:36], predict the reaction product. The product is: [O:38]1[CH:39]=[CH:40][CH:41]=[C:37]1[C:35]([C:34]1[CH:8]([C:7]2[CH:10]=[CH:11][C:4]([C:1]([OH:3])=[O:2])=[CH:5][CH:6]=2)[N:12]([C:13]2[S:14][C:15]([S:18]([C:21]3[CH:22]=[CH:23][C:24]([N+:27]([O-:29])=[O:28])=[CH:25][CH:26]=3)(=[O:19])=[O:20])=[CH:16][N:17]=2)[C:32](=[O:31])[C:33]=1[OH:42])=[O:36]. (3) Given the reactants [CH2:1]([O:3][C:4]([C:6]1[NH:7][C:8]2[C:9](=O)[CH:10]=[CH:11][C:12](=O)[C:13]=2[C:14]=1[CH2:15][OH:16])=[O:5])C.C(OC(C1NC2C(C=1CO)=C([N+:35]([O-:37])=[O:36])C=CC=2)=O)C.[CH3:38][OH:39], predict the reaction product. The product is: [OH:16][CH2:15][C:14]1[C:13]2[C:8](=[C:9]([N+:35]([O-:37])=[O:36])[C:10]([O:39][CH3:38])=[CH:11][CH:12]=2)[NH:7][C:6]=1[C:4]([O:3][CH3:1])=[O:5]. (4) The product is: [Br:1][C:2]1[CH:11]=[CH:10][C:9]2[N:8]=[C:7]([Cl:28])[N:6]3[N:13]=[CH:14][N:15]=[C:5]3[C:4]=2[C:3]=1[F:16]. Given the reactants [Br:1][C:2]1[CH:11]=[CH:10][C:9]2[NH:8][C:7](=O)[N:6]3[N:13]=[CH:14][N:15]=[C:5]3[C:4]=2[C:3]=1[F:16].C(N(CC)C(C)C)(C)C.O=P(Cl)(Cl)[Cl:28], predict the reaction product.